From a dataset of Full USPTO retrosynthesis dataset with 1.9M reactions from patents (1976-2016). Predict the reactants needed to synthesize the given product. (1) Given the product [Cl:1][C:2]1[CH:3]=[C:4]([CH:9]2[C:17]3[C:12](=[CH:13][CH:14]=[CH:15][CH:16]=3)[CH:11]([NH2:18])[CH2:10]2)[CH:5]=[C:6]([Cl:8])[CH:7]=1, predict the reactants needed to synthesize it. The reactants are: [Cl:1][C:2]1[CH:3]=[C:4]([CH:9]2[C:17]3[C:12](=[CH:13][CH:14]=[CH:15][CH:16]=3)[C:11](=[N:18]O)[CH2:10]2)[CH:5]=[C:6]([Cl:8])[CH:7]=1. (2) Given the product [Cl:1][C:2]1[C:3]([O:25][CH3:26])=[CH:4][C:5]([O:23][CH3:24])=[C:6]([CH2:8][CH2:9][C:10]2([CH:18]3[CH2:22][CH2:21][CH2:20][CH2:19]3)[O:15][C:14](=[O:16])[CH:13]([CH2:38][C:36]3[N:37]=[C:30]4[N:29]=[C:28]([CH3:27])[CH:33]=[C:32]([CH3:34])[N:31]4[N:35]=3)[C:12](=[O:17])[CH2:11]2)[CH:7]=1, predict the reactants needed to synthesize it. The reactants are: [Cl:1][C:2]1[C:3]([O:25][CH3:26])=[CH:4][C:5]([O:23][CH3:24])=[C:6]([CH2:8][CH2:9][C:10]2([CH:18]3[CH2:22][CH2:21][CH2:20][CH2:19]3)[O:15][C:14](=[O:16])[CH2:13][C:12](=[O:17])[CH2:11]2)[CH:7]=1.[CH3:27][C:28]1[CH:33]=[C:32]([CH3:34])[N:31]2[N:35]=[C:36]([CH:38]=O)[N:37]=[C:30]2[N:29]=1.B.CNC.Cl. (3) Given the product [NH2:1][C:4]1[CH:5]=[C:6]([CH:16]=[CH:17][CH:18]=1)[C:7]([NH:9][C:10]1[CH:15]=[CH:14][N:13]=[CH:12][CH:11]=1)=[O:8], predict the reactants needed to synthesize it. The reactants are: [N+:1]([C:4]1[CH:5]=[C:6]([CH:16]=[CH:17][CH:18]=1)[C:7]([NH:9][C:10]1[CH:15]=[CH:14][N:13]=[CH:12][CH:11]=1)=[O:8])([O-])=O.